Dataset: Forward reaction prediction with 1.9M reactions from USPTO patents (1976-2016). Task: Predict the product of the given reaction. (1) Given the reactants [NH:1]1[C:10]2[C:5](=[CH:6][CH:7]=[CH:8][CH:9]=2)[NH:4][CH2:3][CH2:2]1.[Cl:11][C:12]1[CH:13]=[C:14]([CH:18]=[C:19]([Cl:22])[C:20]=1[OH:21])[C:15](Cl)=[O:16], predict the reaction product. The product is: [Cl:11][C:12]1[CH:13]=[C:14]([CH:18]=[C:19]([Cl:22])[C:20]=1[OH:21])[C:15]([N:1]1[C:10]2[C:5](=[CH:6][CH:7]=[CH:8][CH:9]=2)[N:4]([C:15]([C:14]2[CH:18]=[C:19]([Cl:22])[C:20]([OH:21])=[C:12]([Cl:11])[CH:13]=2)=[O:16])[CH2:3][CH2:2]1)=[O:16]. (2) Given the reactants [CH3:1][NH:2][CH:3]1[CH2:8][CH2:7][N:6]([C:9]([O:11][C:12]([CH3:15])([CH3:14])[CH3:13])=[O:10])[CH2:5][CH2:4]1.C([O-])([O-])=O.[K+].[K+].Br[CH2:23][C:24]([O:26][CH3:27])=[O:25], predict the reaction product. The product is: [CH3:27][O:26][C:24](=[O:25])[CH2:23][N:2]([CH3:1])[CH:3]1[CH2:4][CH2:5][N:6]([C:9]([O:11][C:12]([CH3:14])([CH3:13])[CH3:15])=[O:10])[CH2:7][CH2:8]1. (3) The product is: [C:17]([NH:10][C@H:9]([C:11]([O:13][CH3:14])=[O:12])[CH2:8][C:7]1[CH:6]=[CH:5][C:4]([O:3][CH3:2])=[CH:16][CH:15]=1)(=[O:20])[CH:18]=[CH2:19]. Given the reactants Cl.[CH3:2][O:3][C:4]1[CH:16]=[CH:15][C:7]([CH2:8][C@@H:9]([C:11]([O:13][CH3:14])=[O:12])[NH2:10])=[CH:6][CH:5]=1.[C:17](O)(=[O:20])[CH:18]=[CH2:19].C1CCC(N=C=NC2CCCCC2)CC1.C(N(CC)CC)C, predict the reaction product.